Dataset: Catalyst prediction with 721,799 reactions and 888 catalyst types from USPTO. Task: Predict which catalyst facilitates the given reaction. (1) Reactant: [C:1]1([CH2:7][C:8]([N:10]2[CH2:18][C:17]3[C:12](=[CH:13][CH:14]=[C:15]([NH2:19])[CH:16]=3)[CH2:11]2)=[O:9])[CH:6]=[CH:5][CH:4]=[CH:3][CH:2]=1.[Cl:20][C:21]1[N:29]=[C:28]([CH3:30])[CH:27]=[CH:26][C:22]=1[C:23](O)=[O:24].F[P-](F)(F)(F)(F)F.N1(O[P+](N2CCCC2)(N2CCCC2)N2CCCC2)C2C=CC=CC=2N=N1.C(N(C(C)C)CC)(C)C.Cl. Product: [Cl:20][C:21]1[N:29]=[C:28]([CH3:30])[CH:27]=[CH:26][C:22]=1[C:23]([NH:19][C:15]1[CH:16]=[C:17]2[C:12](=[CH:13][CH:14]=1)[CH2:11][N:10]([C:8](=[O:9])[CH2:7][C:1]1[CH:2]=[CH:3][CH:4]=[CH:5][CH:6]=1)[CH2:18]2)=[O:24]. The catalyst class is: 255. (2) Reactant: [CH2:1]([N:8](C(OC(C)(C)C)=O)[CH:9]1[CH2:15][CH2:14][CH2:13][C:12]2[CH:16]=[CH:17][C:18]([OH:20])=[CH:19][C:11]=2[CH2:10]1)[C:2]1[CH:7]=[CH:6][CH:5]=[CH:4][CH:3]=1.Cl.C(=O)([O-])O.[Na+]. Product: [CH2:1]([NH:8][CH:9]1[CH2:10][C:11]2[CH:19]=[C:18]([OH:20])[CH:17]=[CH:16][C:12]=2[CH2:13][CH2:14][CH2:15]1)[C:2]1[CH:3]=[CH:4][CH:5]=[CH:6][CH:7]=1. The catalyst class is: 13. (3) Reactant: [NH2:1][C:2]1[CH:7]=[CH:6][C:5]([F:8])=[CH:4][C:3]=1[OH:9].Cl[CH2:11][C:12](Cl)=[O:13].C([O-])([O-])=O.[K+].[K+]. Product: [F:8][C:5]1[CH:6]=[CH:7][C:2]2[NH:1][C:12](=[O:13])[CH2:11][O:9][C:3]=2[CH:4]=1. The catalyst class is: 243. (4) Reactant: [F:1][C:2]1[CH:7]=[CH:6][CH:5]=[CH:4][C:3]=1[N:8]1[C:12]([C:13]2[C:14]([O:28][CH3:29])=[CH:15][C:16]([O:26][CH3:27])=[C:17]([CH:19]=[CH:20][C:21]([O:23][CH2:24][CH3:25])=[O:22])[CH:18]=2)=[CH:11][CH:10]=[N:9]1. Product: [CH2:24]([O:23][C:21]([CH2:20][CH2:19][C:17]1[C:16]([O:26][CH3:27])=[CH:15][C:14]([O:28][CH3:29])=[C:13]([C:12]2[N:8]([C:3]3[CH:4]=[CH:5][CH:6]=[CH:7][C:2]=3[F:1])[N:9]=[CH:10][CH:11]=2)[CH:18]=1)=[O:22])[CH3:25]. The catalyst class is: 354. (5) Reactant: [CH:1]([C:3]1[CH:4]=[C:5]2[C:9](=[CH:10][CH:11]=1)[NH:8][CH:7]=[CH:6]2)=O.[C:23]([O:22][C:20](O[C:20]([O:22][C:23]([CH3:26])([CH3:25])[CH3:24])=[O:21])=[O:21])([CH3:26])([CH3:25])[CH3:24].[CH2:27]([CH2:29][NH2:30])[OH:28].C(O)(=O)C.C(O[BH-](OC(=O)C)OC(=O)C)(=O)C.[Na+]. Product: [OH:28][CH2:27][CH2:29][NH:30][CH2:1][C:3]1[CH:4]=[C:5]2[C:9](=[CH:10][CH:11]=1)[N:8]([C:20]([O:22][C:23]([CH3:24])([CH3:25])[CH3:26])=[O:21])[CH:7]=[CH:6]2. The catalyst class is: 616. (6) Product: [Cl:17][C:14]1[CH:15]=[CH:16][C:11]([N:6]2[C:5]([C:18]3[CH:23]=[CH:22][CH:21]=[CH:20][C:19]=3[Cl:24])=[N:4][C:3]3[C:7]2=[N:8][CH:9]=[N:10][C:2]=3[N:38]2[CH2:37][CH2:36][C:35]([NH:34][CH2:32][CH3:33])([C:41]([NH2:43])=[O:42])[CH2:40][CH2:39]2)=[CH:12][CH:13]=1. Reactant: Cl[C:2]1[N:10]=[CH:9][N:8]=[C:7]2[C:3]=1[N:4]=[C:5]([C:18]1[CH:23]=[CH:22][CH:21]=[CH:20][C:19]=1[Cl:24])[N:6]2[C:11]1[CH:16]=[CH:15][C:14]([Cl:17])=[CH:13][CH:12]=1.C(N(CC)CC)C.[CH2:32]([NH:34][C:35]1([C:41]([NH2:43])=[O:42])[CH2:40][CH2:39][NH:38][CH2:37][CH2:36]1)[CH3:33]. The catalyst class is: 95. (7) Reactant: O.[OH-].[Li+].[CH2:4]([O:6][C:7]1[CH:30]=[CH:29][CH:28]=[CH:27][C:8]=1[O:9][C@@H:10]1[CH2:15][CH2:14][CH2:13][N:12]([C:16]2[C:25]([F:26])=[CH:24][C:19]([C:20]([O:22]C)=[O:21])=[CH:18][N:17]=2)[CH2:11]1)[CH3:5]. Product: [CH2:4]([O:6][C:7]1[CH:30]=[CH:29][CH:28]=[CH:27][C:8]=1[O:9][C@@H:10]1[CH2:15][CH2:14][CH2:13][N:12]([C:16]2[C:25]([F:26])=[CH:24][C:19]([C:20]([OH:22])=[O:21])=[CH:18][N:17]=2)[CH2:11]1)[CH3:5]. The catalyst class is: 30.